The task is: Predict the reactants needed to synthesize the given product.. This data is from Full USPTO retrosynthesis dataset with 1.9M reactions from patents (1976-2016). Given the product [C:32]([O:31][C:29]([NH:28][CH2:27][CH2:26][CH2:25][O:24][C:20]1[N:19]=[C:18]([O:17][C:13]2[CH:14]=[C:15]([CH3:16])[C:7]3[CH:6]([CH2:5][C:4]([OH:36])=[O:3])[O:10][B:9]([OH:11])[C:8]=3[CH:12]=2)[CH:23]=[CH:22][N:21]=1)=[O:30])([CH3:34])([CH3:35])[CH3:33], predict the reactants needed to synthesize it. The reactants are: C([O:3][C:4](=[O:36])[CH2:5][CH:6]1[O:10][B:9]([OH:11])[C:8]2[CH:12]=[C:13]([O:17][C:18]3[CH:23]=[CH:22][N:21]=[C:20]([O:24][CH2:25][CH2:26][CH2:27][NH:28][C:29]([O:31][C:32]([CH3:35])([CH3:34])[CH3:33])=[O:30])[N:19]=3)[CH:14]=[C:15]([CH3:16])[C:7]1=2)C.[Li+].[OH-].Cl.